From a dataset of Forward reaction prediction with 1.9M reactions from USPTO patents (1976-2016). Predict the product of the given reaction. (1) Given the reactants [CH2:1]([O:3][C:4]([N:6]1[CH2:11][CH2:10][C:9](=[CH:12][C:13]#[N:14])[CH2:8][CH2:7]1)=[O:5])[CH3:2].[NH3:15], predict the reaction product. The product is: [CH2:1]([O:3][C:4]([N:6]1[CH2:11][CH2:10][C:9]([NH2:15])([CH2:12][C:13]#[N:14])[CH2:8][CH2:7]1)=[O:5])[CH3:2]. (2) Given the reactants [C:9](O[C:9]([O:11][C:12]([CH3:15])([CH3:14])[CH3:13])=[O:10])([O:11][C:12]([CH3:15])([CH3:14])[CH3:13])=[O:10].[CH2:16]([N:23]1[C:27]2([CH2:31][CH2:30][NH:29][CH2:28]2)[CH2:26][CH2:25][CH2:24]1)[C:17]1[CH:22]=[CH:21][CH:20]=[CH:19][CH:18]=1.C(N(CC)CC)C.C(=O)(O)[O-].[Na+], predict the reaction product. The product is: [CH2:16]([N:23]1[CH2:24][CH2:25][CH2:26][C:27]21[CH2:28][N:29]([C:9]([O:11][C:12]([CH3:13])([CH3:14])[CH3:15])=[O:10])[CH2:30][CH2:31]2)[C:17]1[CH:18]=[CH:19][CH:20]=[CH:21][CH:22]=1. (3) Given the reactants [H-].[Na+].[NH:3]1[CH:7]=[CH:6][N:5]=[CH:4]1.F[C:9]1[CH:10]=[C:11]([CH:14]=[CH:15][C:16]=1[O:17][CH2:18][CH:19]([CH3:21])[CH3:20])[C:12]#[N:13].O, predict the reaction product. The product is: [N:3]1([C:9]2[CH:10]=[C:11]([CH:14]=[CH:15][C:16]=2[O:17][CH2:18][CH:19]([CH3:21])[CH3:20])[C:12]#[N:13])[CH:7]=[CH:6][N:5]=[CH:4]1. (4) The product is: [NH2:1][C:4]1[CH:9]=[CH:8][CH:7]=[CH:6][C:5]=1[C:10]1([CH2:16][S:17]([N:20]([C:22]2[CH:27]=[CH:26][C:25]([N:28]3[C:34](=[O:35])[CH2:33][C:32](=[O:36])[NH:31][C:30]4[C:37]5[C:42]([CH:43]=[CH:44][C:29]3=4)=[CH:41][CH:40]=[CH:39][CH:38]=5)=[CH:24][CH:23]=2)[CH3:21])(=[O:19])=[O:18])[CH:11]=[CH:12][CH:13]=[CH:14][CH2:15]1. Given the reactants [N+:1]([C:4]1[CH:9]=[CH:8][CH:7]=[CH:6][C:5]=1[C:10]1([CH2:16][S:17]([N:20]([C:22]2[CH:27]=[CH:26][C:25]([N:28]3[C:34](=[O:35])[CH2:33][C:32](=[O:36])[NH:31][C:30]4[C:37]5[C:42]([CH:43]=[CH:44][C:29]3=4)=[CH:41][CH:40]=[CH:39][CH:38]=5)=[CH:24][CH:23]=2)[CH3:21])(=[O:19])=[O:18])[CH:15]=[CH:14][CH:13]=[CH:12][CH2:11]1)([O-])=O.O.O.[Sn](Cl)Cl, predict the reaction product. (5) Given the reactants [OH:1][C:2]1[CH:7]=[CH:6][C:5]([CH2:8][C:9]([O:11][CH2:12][CH3:13])=[O:10])=[CH:4][CH:3]=1.CO.S(Cl)([Cl:19])(=O)=O, predict the reaction product. The product is: [Cl:19][C:7]1[CH:6]=[C:5]([CH2:8][C:9]([O:11][CH2:12][CH3:13])=[O:10])[CH:4]=[CH:3][C:2]=1[OH:1]. (6) Given the reactants [CH2:1]([N:3]1[CH2:8][CH:7]([OH:9])[C:6]2[O:10][CH:11]=[CH:12][C:5]=2[CH2:4]1)[CH3:2].[Cl:13][C:14]1[CH:15]=[C:16](F)[CH:17]=[CH:18][C:19]=1[Cl:20], predict the reaction product. The product is: [Cl:13][C:14]1[CH:15]=[C:16]([O:9][CH:7]2[CH2:8][N:3]([CH2:1][CH3:2])[CH2:4][C:5]3[CH:12]=[CH:11][O:10][C:6]2=3)[CH:17]=[CH:18][C:19]=1[Cl:20]. (7) Given the reactants Cl[C:2]1[CH:7]=[CH:6][CH:5]=[C:4](C)[C:3]=1[S:9]([Cl:12])(=[O:11])=[O:10].[F:13][C:14]([F:26])([F:25])C1C=CC=CC=1S(Cl)(=O)=O.N1C=CC=CC=1.C(Cl)Cl, predict the reaction product. The product is: [F:13][C:14]([F:26])([F:25])[C:5]1[CH:4]=[C:3]([S:9]([Cl:12])(=[O:10])=[O:11])[CH:2]=[CH:7][CH:6]=1.